From a dataset of Reaction yield outcomes from USPTO patents with 853,638 reactions. Predict the reaction yield, written as a fraction of the theoretical maximum amount of product (1.0 means a 100% yield; for example, 0.34 means a 34% yield). (1) The reactants are [Cl:1][C:2]1[CH:3]=[C:4]([NH:10][C:11]2[N:16]=[CH:15][C:14]([N:17]3[CH2:22][CH2:21][N:20](C(OC(C)(C)C)=O)[CH2:19][C@@H:18]3[CH3:30])=[CH:13][CH:12]=2)[C:5](=[O:9])[N:6]([CH3:8])[N:7]=1. The catalyst is Cl.C(O)C. The product is [Cl:1][C:2]1[CH:3]=[C:4]([NH:10][C:11]2[CH:12]=[CH:13][C:14]([N:17]3[CH2:22][CH2:21][NH:20][CH2:19][C@@H:18]3[CH3:30])=[CH:15][N:16]=2)[C:5](=[O:9])[N:6]([CH3:8])[N:7]=1. The yield is 0.980. (2) The reactants are Br[C:2]1[CH:10]=[CH:9][C:5]([C:6]([OH:8])=[O:7])=[C:4]([CH3:11])[CH:3]=1.[Li]CCCC.CN([CH:20]=[O:21])C. The catalyst is C1COCC1. The product is [CH:20]([C:2]1[CH:10]=[CH:9][C:5]([C:6]([OH:8])=[O:7])=[C:4]([CH3:11])[CH:3]=1)=[O:21]. The yield is 0.400. (3) The product is [CH3:28][O:27][C:26]([NH:25][C@@H:18]([CH:19]1[CH2:24][CH2:23][O:22][CH2:21][CH2:20]1)[C:17]([N:13]1[CH2:14][CH2:15][CH2:16][C@H:12]1[C:10]1[NH:9][C:8]2[C:31]3[C:4]([CH2:5][CH2:6][C:7]=2[N:11]=1)=[CH:3][C:2]([C:42]1[CH:43]=[C:44]2[C:49](=[CH:50][CH:51]=1)[CH:48]=[C:47]([C:52]1[NH:56][C:55]([C@@H:57]4[CH2:61][CH2:60][CH2:59][N:58]4[C:62]([O:64][C:65]([CH3:68])([CH3:67])[CH3:66])=[O:63])=[N:54][CH:53]=1)[CH:46]=[CH:45]2)=[CH:33][CH:32]=3)=[O:30])=[O:29]. The yield is 0.400. The catalyst is COCCOC.C1C=CC([P]([Pd]([P](C2C=CC=CC=2)(C2C=CC=CC=2)C2C=CC=CC=2)([P](C2C=CC=CC=2)(C2C=CC=CC=2)C2C=CC=CC=2)[P](C2C=CC=CC=2)(C2C=CC=CC=2)C2C=CC=CC=2)(C2C=CC=CC=2)C2C=CC=CC=2)=CC=1. The reactants are Br[C:2]1[CH:3]=[C:4]2[C:31](=[CH:32][CH:33]=1)[C:8]1[NH:9][C:10]([C@@H:12]3[CH2:16][CH2:15][CH2:14][N:13]3[C:17](=[O:30])[C@@H:18]([NH:25][C:26](=[O:29])[O:27][CH3:28])[CH:19]3[CH2:24][CH2:23][O:22][CH2:21][CH2:20]3)=[N:11][C:7]=1[CH2:6][CH2:5]2.CC1(C)C(C)(C)OB([C:42]2[CH:43]=[C:44]3[C:49](=[CH:50][CH:51]=2)[CH:48]=[C:47]([C:52]2[NH:56][C:55]([C@@H:57]4[CH2:61][CH2:60][CH2:59][N:58]4[C:62]([O:64][C:65]([CH3:68])([CH3:67])[CH3:66])=[O:63])=[N:54][CH:53]=2)[CH:46]=[CH:45]3)O1.C([O-])([O-])=O.[K+].[K+]. (4) The reactants are CC(O)(CC)C.[Br:7][C:8]1[C:9](Cl)=[C:10]2[C:16]([N+:17]([O-:19])=[O:18])=[CH:15][NH:14][C:11]2=[N:12][CH:13]=1.[NH:21]1[CH2:26][CH2:25][CH2:24][C@@H:23]([NH:27][C:28](=[O:34])[O:29][C:30]([CH3:33])([CH3:32])[CH3:31])[CH2:22]1.CN1CCOCC1. No catalyst specified. The product is [Br:7][C:8]1[C:9]([N:21]2[CH2:26][CH2:25][CH2:24][C@@H:23]([NH:27][C:28]([O:29][C:30]([CH3:33])([CH3:32])[CH3:31])=[O:34])[CH2:22]2)=[C:10]2[C:16]([N+:17]([O-:19])=[O:18])=[CH:15][NH:14][C:11]2=[N:12][CH:13]=1. The yield is 0.690. (5) The reactants are [Br:1][C:2]1[CH:9]=[CH:8][C:5]([CH2:6]O)=[CH:4][C:3]=1[O:10][CH:11]1[CH2:16][CH2:15][CH2:14][CH2:13][O:12]1.C(Br)(Br)(Br)[Br:18].N1C=CC=CC=1.C1(P(C2C=CC=CC=2)C2C=CC=CC=2)C=CC=CC=1. The catalyst is CCOCC. The product is [Br:1][C:2]1[CH:9]=[CH:8][C:5]([CH2:6][Br:18])=[CH:4][C:3]=1[O:10][CH:11]1[CH2:16][CH2:15][CH2:14][CH2:13][O:12]1. The yield is 0.770. (6) The reactants are [N:1]1([C:5]2[C:10]([F:11])=[C:9]([NH:12][NH2:13])[N:8]=[C:7]([CH2:14][CH3:15])[N:6]=2)[CH2:4][CH2:3][CH2:2]1.[CH:16]1([CH2:21][C@H:22]([CH2:26][N:27]([CH:36]=[O:37])[O:28][CH2:29][C:30]2[CH:35]=[CH:34][CH:33]=[CH:32][CH:31]=2)[C:23](O)=[O:24])[CH2:20][CH2:19][CH2:18][CH2:17]1.C1C=NC2N(O)N=NC=2C=1.CN1CCOCC1.C(Cl)CCl. The catalyst is CN(C=O)C. The product is [N:1]1([C:5]2[N:6]=[C:7]([CH2:14][CH3:15])[N:8]=[C:9]([NH:12][NH:13][C:23](=[O:24])[C@H:22]([CH2:21][CH:16]3[CH2:17][CH2:18][CH2:19][CH2:20]3)[CH2:26][N:27]([O:28][CH2:29][C:30]3[CH:31]=[CH:32][CH:33]=[CH:34][CH:35]=3)[CH:36]=[O:37])[C:10]=2[F:11])[CH2:2][CH2:3][CH2:4]1. The yield is 0.760. (7) The reactants are [CH3:1][C:2]1[CH:7]=[C:6]([O:8][CH2:9][CH2:10][CH2:11][S:12]([CH3:15])(=[O:14])=[O:13])[CH:5]=[C:4]([CH3:16])[C:3]=1[C:17]1[CH:22]=[CH:21][CH:20]=[C:19]([CH2:23][O:24][C:25]2[CH:30]=[CH:29][C:28]([C:31]3([CH2:39][C:40]([O:42]CC)=[O:41])[CH2:34][N:33]([S:35]([CH3:38])(=[O:37])=[O:36])[CH2:32]3)=[CH:27][CH:26]=2)[CH:18]=1.O.[OH-].[Li+]. The catalyst is C1COCC1.CO. The product is [CH3:1][C:2]1[CH:7]=[C:6]([O:8][CH2:9][CH2:10][CH2:11][S:12]([CH3:15])(=[O:13])=[O:14])[CH:5]=[C:4]([CH3:16])[C:3]=1[C:17]1[CH:22]=[CH:21][CH:20]=[C:19]([CH2:23][O:24][C:25]2[CH:30]=[CH:29][C:28]([C:31]3([CH2:39][C:40]([OH:42])=[O:41])[CH2:34][N:33]([S:35]([CH3:38])(=[O:37])=[O:36])[CH2:32]3)=[CH:27][CH:26]=2)[CH:18]=1. The yield is 0.760. (8) The reactants are [Cl:1][C:2]1[C:7]([C:8](Cl)=[O:9])=[C:6]([Cl:11])[N:5]=[CH:4][N:3]=1.[Si:12]([O:19][C@H:20]([CH3:33])[CH2:21][NH:22][C:23]1[CH:24]=[CH:25][C:26]([O:31][CH3:32])=[C:27]([CH:30]=1)[C:28]#[N:29])([C:15]([CH3:18])([CH3:17])[CH3:16])([CH3:14])[CH3:13].C(N(CC)CC)C. The catalyst is C1COCC1. The product is [Si:12]([O:19][C@H:20]([CH3:33])[CH2:21][N:22]([C:23]1[CH:24]=[CH:25][C:26]([O:31][CH3:32])=[C:27]([C:28]#[N:29])[CH:30]=1)[C:8]([C:7]1[C:6]([Cl:11])=[N:5][CH:4]=[N:3][C:2]=1[Cl:1])=[O:9])([C:15]([CH3:18])([CH3:17])[CH3:16])([CH3:14])[CH3:13]. The yield is 0.608.